This data is from Experimentally validated miRNA-target interactions with 360,000+ pairs, plus equal number of negative samples. The task is: Binary Classification. Given a miRNA mature sequence and a target amino acid sequence, predict their likelihood of interaction. (1) The miRNA is hsa-miR-335-5p with sequence UCAAGAGCAAUAACGAAAAAUGU. The protein sequence of the target gene is MAQDLSEKDLLKMEVEQLKKEVKNTRIPISKAGKEIKEYVEAQAGNDPFLKGIPEDKNPFKEKGGCLIS. Result: 1 (interaction). (2) The miRNA is hsa-miR-186-3p with sequence GCCCAAAGGUGAAUUUUUUGGG. The protein sequence of the target gene is MNAGPSWNKVQHSKNSSGKRQSKSQVPHASSQPRSSLTAVTQPTEEKLKESISPEARRKRNPLGSRCQGASGNKLFLDFQSMKIIKENADEDSASDLSDSERIPIPPSPLTPPDLNLRAEEIDPVYFDLHPGQGHTKPEYYYPNFLPSPFSSWDLRDMALLLNAENKTEAVPRVGGLLGKYIDRLIQLEWLQVQTVQCEKAKGGKARPPTAPGTSGALKSPGRSKLIASALSKPLPHQEGASKSGPSRKKAFHHEEIHPSHYAFETSPRPIDVLGGTRFCSQRQTLEMRTEEKKKKSSKS.... Result: 1 (interaction).